From a dataset of Reaction yield outcomes from USPTO patents with 853,638 reactions. Predict the reaction yield, written as a fraction of the theoretical maximum amount of product (1.0 means a 100% yield; for example, 0.34 means a 34% yield). The reactants are [CH3:1][C:2]1[CH:17]=[C:5]2[N:6]=[C:7]([NH2:16])[CH:8]=[C:9]([C:10]3[CH:15]=[CH:14][CH:13]=[CH:12][CH:11]=3)[N:4]2[N:3]=1.Cl[C:19]([C:21]1[CH:26]=[CH:25][C:24]([C:27]([CH3:34])([CH3:33])[CH2:28][C:29]([O:31][CH3:32])=[O:30])=[CH:23][CH:22]=1)=[O:20].C([O-])(O)=O.[Na+]. The catalyst is N1C=CC=CC=1.ClCCl. The product is [CH3:34][C:27]([C:24]1[CH:23]=[CH:22][C:21]([C:19](=[O:20])[NH:16][C:7]2[CH:8]=[C:9]([C:10]3[CH:15]=[CH:14][CH:13]=[CH:12][CH:11]=3)[N:4]3[N:3]=[C:2]([CH3:1])[CH:17]=[C:5]3[N:6]=2)=[CH:26][CH:25]=1)([CH3:33])[CH2:28][C:29]([O:31][CH3:32])=[O:30]. The yield is 0.150.